From a dataset of Retrosynthesis with 50K atom-mapped reactions and 10 reaction types from USPTO. Predict the reactants needed to synthesize the given product. (1) Given the product COc1ccc(C=O)cc1OC, predict the reactants needed to synthesize it. The reactants are: COc1ccc(CO)cc1OC. (2) Given the product CCOC(=O)CN1C[C@H](O)[C@@H](NC(=O)c2ccc(Cl)s2)C1, predict the reactants needed to synthesize it. The reactants are: CCOC(=O)CBr.O=C(N[C@H]1CNC[C@@H]1O)c1ccc(Cl)s1. (3) Given the product Cn1ccc(NC(=O)c2cc(OCc3ccccc3)cc(OC3(CO)CCC3)c2)n1, predict the reactants needed to synthesize it. The reactants are: Cn1ccc(NC(=O)c2cc(OCc3ccccc3)cc(OC3(C(=O)O)CCC3)c2)n1. (4) Given the product COc1ccc(Nc2cc(N[C@@H]3CCCC[C@@H]3NC(=O)OC(C)(C)C)nnc2C(N)=O)nc1C(C)C, predict the reactants needed to synthesize it. The reactants are: CC(C)(C)OC(=O)N[C@H]1CCCC[C@H]1N.COc1ccc(Nc2cc(Cl)nnc2C(N)=O)nc1C(C)C. (5) Given the product COc1ccc(Cn2c3c(c(O)c(C(=O)O)c2=O)CCCc2cc4c(cc2-3)cc(C=O)n4C)c(OC)c1, predict the reactants needed to synthesize it. The reactants are: COc1ccc(Cn2c3c(c(O)c(C(=O)O)c2=O)CCCc2cc4c(cc2-3)cc(CO)n4C)c(OC)c1.